Dataset: Forward reaction prediction with 1.9M reactions from USPTO patents (1976-2016). Task: Predict the product of the given reaction. (1) Given the reactants [Cl-].[C:2]([O:6][C:7]([N:9]1[CH2:14][CH2:13][C:12](=[CH:15][CH2:16][P+](C2C=CC=CC=2)(C2C=CC=CC=2)C2C=CC=CC=2)[CH2:11][CH2:10]1)=[O:8])([CH3:5])([CH3:4])[CH3:3].C([Li])CCC.[CH3:41][O:42][C:43]1[CH:44]=[C:45]([CH:48]=[CH:49][CH:50]=1)[CH:46]=O, predict the reaction product. The product is: [CH3:41][O:42][C:43]1[CH:44]=[C:45]([CH:46]=[CH:16][CH:15]=[C:12]2[CH2:11][CH2:10][N:9]([C:7]([O:6][C:2]([CH3:3])([CH3:4])[CH3:5])=[O:8])[CH2:14][CH2:13]2)[CH:48]=[CH:49][CH:50]=1. (2) The product is: [O:24]1[CH:25]=[CH:26][C:22]([O:1][CH2:2][C@@H:3]2[O:7][C:6](=[O:8])[N:5]([C:9]3[CH:10]=[CH:11][C:12]4[C:18](=[O:19])[CH2:17][CH2:16][CH2:15][CH2:14][C:13]=4[CH:20]=3)[CH2:4]2)=[N:23]1. Given the reactants [OH:1][CH2:2][C@@H:3]1[O:7][C:6](=[O:8])[N:5]([C:9]2[CH:10]=[CH:11][C:12]3[C:18](=[O:19])[CH2:17][CH2:16][CH2:15][CH2:14][C:13]=3[CH:20]=2)[CH2:4]1.O[C:22]1[CH:26]=[CH:25][O:24][N:23]=1.C1COCC1.N(C(OC(C)C)=O)=NC(OC(C)C)=O, predict the reaction product. (3) Given the reactants [Cl:1][C:2]1[CH:7]=[CH:6][CH:5]=[C:4]([NH:8][CH:9]([CH3:11])[CH3:10])[C:3]=1[CH2:12][OH:13], predict the reaction product. The product is: [NH2:8][C:4]1[CH:5]=[CH:6][CH:7]=[C:2]([Cl:1])[C:3]=1[CH2:12][OH:13].[Cl:1][C:2]1[CH:7]=[CH:6][CH:5]=[C:4]([NH:8][CH:9]([CH3:11])[CH3:10])[C:3]=1[CH:12]=[O:13].